This data is from Reaction yield outcomes from USPTO patents with 853,638 reactions. The task is: Predict the reaction yield, written as a fraction of the theoretical maximum amount of product (1.0 means a 100% yield; for example, 0.34 means a 34% yield). (1) The reactants are [F:1][C:2]([F:12])([F:11])[C:3]1[C:8]([C:9]#[N:10])=[CH:7][N:6]=[CH:5][CH:4]=1.N. The catalyst is [Ni].C(O)C. The product is [NH2:10][CH2:9][C:8]1[CH:7]=[N:6][CH:5]=[CH:4][C:3]=1[C:2]([F:12])([F:1])[F:11]. The yield is 0.550. (2) The reactants are Cl[CH2:2][C:3]1[S:7][C:6]([C:8]2[NH:9][C:10]3[C:15]([CH:16]=2)=[CH:14][CH:13]=[CH:12][C:11]=3[N:17]([CH3:26])[S:18]([C:21]2[S:22][CH:23]=[CH:24][CH:25]=2)(=[O:20])=[O:19])=[N:5][CH:4]=1.C(N(CC)CC)C.[O:34]1[C:38]2([CH2:43][CH2:42][NH:41][CH2:40][CH2:39]2)[CH2:37][NH:36][C:35]1=[O:44].CN(C)C=O. The catalyst is O. The product is [CH3:26][N:17]([C:11]1[CH:12]=[CH:13][CH:14]=[C:15]2[C:10]=1[NH:9][C:8]([C:6]1[S:7][C:3]([CH2:2][N:41]3[CH2:40][CH2:39][C:38]4([O:34][C:35](=[O:44])[NH:36][CH2:37]4)[CH2:43][CH2:42]3)=[CH:4][N:5]=1)=[CH:16]2)[S:18]([C:21]1[S:22][CH:23]=[CH:24][CH:25]=1)(=[O:19])=[O:20]. The yield is 0.430.